From a dataset of Reaction yield outcomes from USPTO patents with 853,638 reactions. Predict the reaction yield, written as a fraction of the theoretical maximum amount of product (1.0 means a 100% yield; for example, 0.34 means a 34% yield). (1) The reactants are [F:1][C:2]1[CH:3]=[C:4]([C:9]2[CH:14]=[CH:13][C:12]([C:15]([NH:17][C@H:18]([C:25]([O:27]CC3C=CC=CC=3)=[O:26])[CH2:19][C:20]([O:22][CH2:23][CH3:24])=[O:21])=[O:16])=[C:11]([NH:35][C:36]([NH:38][C:39]3[C:44]([CH3:45])=[CH:43][C:42]([CH3:46])=[CH:41][C:40]=3[CH3:47])=[O:37])[CH:10]=2)[CH:5]=[CH:6][C:7]=1[F:8].[H][H]. The catalyst is CO.C(OCC)(=O)C.[Pd]. The product is [F:1][C:2]1[CH:3]=[C:4]([C:9]2[CH:14]=[CH:13][C:12]([C:15]([NH:17][C@@H:18]([CH2:19][C:20]([O:22][CH2:23][CH3:24])=[O:21])[C:25]([OH:27])=[O:26])=[O:16])=[C:11]([NH:35][C:36]([NH:38][C:39]3[C:44]([CH3:45])=[CH:43][C:42]([CH3:46])=[CH:41][C:40]=3[CH3:47])=[O:37])[CH:10]=2)[CH:5]=[CH:6][C:7]=1[F:8]. The yield is 0.560. (2) The reactants are O[CH:2]1[C:11]2[N:10]=[CH:9][CH:8]=[CH:7][C:6]=2[CH2:5][CH2:4][CH2:3]1.C(N(CC)CC)C.CS(Cl)(=O)=O.[N-:24]=[N+:25]=[N-:26].[Na+]. The catalyst is C(Cl)Cl.O. The product is [N:24]([CH:2]1[C:11]2[N:10]=[CH:9][CH:8]=[CH:7][C:6]=2[CH2:5][CH2:4][CH2:3]1)=[N+:25]=[N-:26]. The yield is 0.460. (3) The reactants are [CH3:1][O:2][C:3]1[CH:8]=[CH:7][C:6]([S:9]([O-:11])=[O:10])=[CH:5][CH:4]=1.[Na+].Br[C:14]1[CH:22]=[CH:21][C:20]2[N:19]([CH3:23])[C:18]3[CH2:24][CH:25]4[NH:29][CH:28]([C:17]=3[C:16]=2[C:15]=1[C:30]([O:32][C:33]([CH3:36])([CH3:35])[CH3:34])=[O:31])[CH2:27][CH2:26]4. No catalyst specified. The product is [CH3:1][O:2][C:3]1[CH:4]=[CH:5][C:6]([S:9]([C:14]2[CH:22]=[CH:21][C:20]3[N:19]([CH3:23])[C:18]4[CH2:24][CH:25]5[NH:29][CH:28]([C:17]=4[C:16]=3[C:15]=2[C:30]([O:32][C:33]([CH3:36])([CH3:35])[CH3:34])=[O:31])[CH2:27][CH2:26]5)(=[O:11])=[O:10])=[CH:7][CH:8]=1. The yield is 0.340. (4) The reactants are [O:1]1[C:5]2[CH:6]=[CH:7][C:8]([C:10]3([C:13]([NH:15][C:16]4[CH:25]=[CH:24][C:19]([C:20](OC)=[O:21])=[C:18]([Br:26])[CH:17]=4)=[O:14])[CH2:12][CH2:11]3)=[CH:9][C:4]=2[O:3][CH2:2]1.[Li+].[BH4-]. The catalyst is C1COCC1.CCOCC.O. The product is [O:1]1[C:5]2[CH:6]=[CH:7][C:8]([C:10]3([C:13]([NH:15][C:16]4[CH:25]=[CH:24][C:19]([CH2:20][OH:21])=[C:18]([Br:26])[CH:17]=4)=[O:14])[CH2:12][CH2:11]3)=[CH:9][C:4]=2[O:3][CH2:2]1. The yield is 0.740. (5) The reactants are [Cl:1][C:2]1[CH:33]=[CH:32][CH:31]=[C:30]([C:34]([F:37])([F:36])[F:35])[C:3]=1[C:4]([N:6]1[C:14]2[C:9](=[CH:10][CH:11]=[C:12]([CH:15]3[CH2:18][O:17][CH2:16]3)[CH:13]=2)[C:8]([C:19]2[CH:28]=[CH:27][C:22]([C:23]([O:25]C)=[O:24])=[CH:21][C:20]=2[F:29])=[N:7]1)=[O:5].[Li+].[OH-].Cl. The catalyst is C1COCC1.O. The product is [Cl:1][C:2]1[CH:33]=[CH:32][CH:31]=[C:30]([C:34]([F:37])([F:36])[F:35])[C:3]=1[C:4]([N:6]1[C:14]2[C:9](=[CH:10][CH:11]=[C:12]([CH:15]3[CH2:18][O:17][CH2:16]3)[CH:13]=2)[C:8]([C:19]2[CH:28]=[CH:27][C:22]([C:23]([OH:25])=[O:24])=[CH:21][C:20]=2[F:29])=[N:7]1)=[O:5]. The yield is 0.689.